This data is from Full USPTO retrosynthesis dataset with 1.9M reactions from patents (1976-2016). The task is: Predict the reactants needed to synthesize the given product. (1) Given the product [Cl:1][C:2]1[CH:7]=[CH:6][C:5]([C@H:8]2[CH2:13][C@H:12]([C:14]3[O:18][NH:17][C:16](=[O:19])[CH:15]=3)[CH2:11][CH2:10][NH:9]2)=[CH:4][CH:3]=1, predict the reactants needed to synthesize it. The reactants are: [Cl:1][C:2]1[CH:7]=[CH:6][C:5]([C@H:8]2[CH2:13][C@H:12]([C:14]3[O:18][NH:17][C:16](=[O:19])[CH:15]=3)[CH2:11][CH2:10][N:9]2C(OC)=O)=[CH:4][CH:3]=1.Br. (2) Given the product [CH3:14][C:15]1[N:20]=[C:19]([NH:21][C:9]([NH:5][C:3](=[O:4])[C:2]([CH3:7])([CH3:6])[CH3:1])=[O:10])[CH:18]=[CH:17][C:16]=1[O:22][C:23]1[CH:28]=[CH:27][N:26]=[C:25]([C:29]2[O:33][N:32]=[C:31]([CH3:34])[CH:30]=2)[CH:24]=1, predict the reactants needed to synthesize it. The reactants are: [CH3:1][C:2]([CH3:7])([CH3:6])[C:3]([NH2:5])=[O:4].C(Cl)(=O)[C:9](Cl)=[O:10].[CH3:14][C:15]1[N:20]=[C:19]([NH2:21])[CH:18]=[CH:17][C:16]=1[O:22][C:23]1[CH:28]=[CH:27][N:26]=[C:25]([C:29]2[O:33][N:32]=[C:31]([CH3:34])[CH:30]=2)[CH:24]=1.N1C=CC=CC=1.C([O-])(O)=O.[Na+].